The task is: Binary Classification. Given a T-cell receptor sequence (or CDR3 region) and an epitope sequence, predict whether binding occurs between them.. This data is from TCR-epitope binding with 47,182 pairs between 192 epitopes and 23,139 TCRs. (1) The epitope is YLDAYNMMI. The TCR CDR3 sequence is CATSDPGNEQFF. Result: 0 (the TCR does not bind to the epitope). (2) The epitope is GLCTLVAML. The TCR CDR3 sequence is CSARDTGTGEHVGELFF. Result: 1 (the TCR binds to the epitope). (3) The epitope is KLPDDFTGCV. The TCR CDR3 sequence is CASSDTGRAYYGYTF. Result: 1 (the TCR binds to the epitope). (4) The epitope is YLNTLTLAV. The TCR CDR3 sequence is CASSFLLNTEAFF. Result: 1 (the TCR binds to the epitope). (5) The epitope is FVRATATIPI. The TCR CDR3 sequence is CASSLTENEKLFF. Result: 0 (the TCR does not bind to the epitope). (6) The epitope is AYAQKIFKI. The TCR CDR3 sequence is CAISEEAGSYNEQFF. Result: 0 (the TCR does not bind to the epitope).